Dataset: Experimentally validated miRNA-target interactions with 360,000+ pairs, plus equal number of negative samples. Task: Binary Classification. Given a miRNA mature sequence and a target amino acid sequence, predict their likelihood of interaction. (1) The miRNA is hsa-miR-6795-3p with sequence ACCCCUCGUUUCUUCCCCCAG. The protein sequence of the target gene is MATPAAVNPPEMASDIPGSVALPVAPMAATGQVRMAGAMPARGGKRRSGMDFDDEDGEGPSKFSRENHSEIERRRRNKMTQYITELSDMVPTCSALARKPDKLTILRMAVSHMKSMRGTGNKSTDGAYKPSFLTEQELKHLILEAADGFLFVVAAETGRVIYVSDSVTPVLNQPQSEWFGSTLYEQVHPDDVEKLREQLCTSENSMTGRILDLKTGTVKKEGQQSSMRMCMGSRRSFICRMRCGNAPLDHLPLNRITTMRKRFRNGLGPVKEGEAQYAVVHCTGYIKAWPPAGMTIPEED.... Result: 0 (no interaction). (2) The miRNA is hsa-miR-548c-5p with sequence AAAAGUAAUUGCGGUUUUUGCC. The protein sequence of the target gene is MALAVNFKTYVDQACRAAEEFVNIYYETMDKRRHALVRLYLDKATLIWNGNVVTGLEALANFFEMLPSSEFQINMLDCQPVHEQATQCQTTVLVVTSGVVKFDGNKQHFFNQNFLLTAQSTPNSTVWKIASDCFRFQDWASI. Result: 0 (no interaction). (3) The miRNA is mmu-miR-466h-5p with sequence UGUGUGCAUGUGCUUGUGUGUA. The protein sequence of the target gene is MSYYGSSYRIVNVDSKYPGYPPEHAIAEKRRARRRLLHKDGSCNVYFKHIFGEWGSYMVDIFTTLVDTKWRHMFVIFSLSYILSWLIFGSIFWLIAFHHGDLLSDPDITPCVDNVHSFTAAFLFSLETQTTIGYGYRCVTEECSVAVLTVILQSILSCIINTFIIGAALAKMATARKRAQTIRFSYFALIGMRDGKLCLMWRIGDFRPNHVVEGTVRAQLLRYSEDSEGRMTMAFKDLKLVNDQIILVTPVTIVHEIDHESPLYALDRKAVAKDNFEILVTFIYTGDSTGTSHQSRSSYI.... Result: 1 (interaction).